Dataset: Full USPTO retrosynthesis dataset with 1.9M reactions from patents (1976-2016). Task: Predict the reactants needed to synthesize the given product. (1) Given the product [CH3:1][O:2][C:3](=[O:4])[C:5]([NH:23][C:21]1[CH:22]=[C:13]([O:12][CH3:11])[CH:14]=[C:15]2[C:20]=1[N:19]=[CH:18][CH:17]=[CH:16]2)=[CH:6][C:7]([O:9][CH3:10])=[O:8], predict the reactants needed to synthesize it. The reactants are: [CH3:1][O:2][C:3]([C:5]#[C:6][C:7]([O:9][CH3:10])=[O:8])=[O:4].[CH3:11][O:12][C:13]1[CH:14]=[C:15]2[C:20](=[C:21]([NH2:23])[CH:22]=1)[N:19]=[CH:18][CH:17]=[CH:16]2. (2) Given the product [N:15]1[CH:20]=[CH:19][C:18]([N:21]2[CH2:22][CH2:23][N:24]([CH2:2][CH2:3][CH2:4][CH2:5][N:6]3[C:10]4[CH:11]=[CH:12][CH:13]=[CH:14][C:9]=4[N:8]=[CH:7]3)[CH2:25][CH2:26]2)=[CH:17][CH:16]=1, predict the reactants needed to synthesize it. The reactants are: Cl[CH2:2][CH2:3][CH2:4][CH2:5][N:6]1[C:10]2[CH:11]=[CH:12][CH:13]=[CH:14][C:9]=2[N:8]=[CH:7]1.[N:15]1[CH:20]=[CH:19][C:18]([N:21]2[CH2:26][CH2:25][NH:24][CH2:23][CH2:22]2)=[CH:17][CH:16]=1.C(N(C(C)C)CC)(C)C.[I-].[K+]. (3) Given the product [C:19]([O:23][C:24](=[O:32])[NH:25][CH:26]1[CH2:31][CH2:30][CH2:29][N:28]([CH2:3][C:2]([F:13])([F:12])[F:1])[CH2:27]1)([CH3:22])([CH3:20])[CH3:21], predict the reactants needed to synthesize it. The reactants are: [F:1][C:2]([F:13])([F:12])[CH2:3]OS(C(F)(F)F)(=O)=O.C([O-])(O)=O.[Na+].[C:19]([O:23][C:24](=[O:32])[NH:25][CH:26]1[CH2:31][CH2:30][CH2:29][NH:28][CH2:27]1)([CH3:22])([CH3:21])[CH3:20]. (4) Given the product [CH2:1]([N:3]1[C:11]2[C:6](=[CH:7][C:8]([C:13](=[O:16])[CH2:14][CH3:15])=[CH:9][CH:10]=2)[CH2:5][C:4]1=[O:12])[CH3:2], predict the reactants needed to synthesize it. The reactants are: [CH2:1]([N:3]1[C:11]2[C:6](=[CH:7][CH:8]=[CH:9][CH:10]=2)[CH2:5][C:4]1=[O:12])[CH3:2].[C:13](Cl)(=[O:16])[CH2:14][CH3:15]. (5) The reactants are: Cl.[NH2:2][C@H:3]1[CH2:8][CH2:7][C@H:6]([NH:9][C:10]([C:12]2[C:16]3[N:17]=[CH:18][N:19]=[C:20]([C:21]4[C:29]5[O:28][CH2:27][O:26][C:25]=5[CH:24]=[CH:23][C:22]=4[O:30][CH2:31][CH:32]4[CH2:35][CH2:34][CH2:33]4)[C:15]=3[NH:14][CH:13]=2)=[O:11])[CH2:5][CH2:4]1.[CH:36]1([C:39](Cl)=[O:40])[CH2:38][CH2:37]1. Given the product [CH:36]1([C:39]([NH:2][C@H:3]2[CH2:8][CH2:7][C@H:6]([NH:9][C:10]([C:12]3[C:16]4[N:17]=[CH:18][N:19]=[C:20]([C:21]5[C:29]6[O:28][CH2:27][O:26][C:25]=6[CH:24]=[CH:23][C:22]=5[O:30][CH2:31][CH:32]5[CH2:35][CH2:34][CH2:33]5)[C:15]=4[NH:14][CH:13]=3)=[O:11])[CH2:5][CH2:4]2)=[O:40])[CH2:38][CH2:37]1, predict the reactants needed to synthesize it. (6) Given the product [CH2:8]([C:4]1[S:3][C:2]([CH3:1])=[C:6]([CH3:7])[CH:5]=1)[C:9]1[CH:14]=[CH:13][CH:12]=[CH:11][CH:10]=1, predict the reactants needed to synthesize it. The reactants are: [CH3:1][C:2]1[S:3][CH:4]=[CH:5][C:6]=1[CH3:7].[CH2:8](Br)[C:9]1[CH:14]=[CH:13][CH:12]=[CH:11][CH:10]=1.